From a dataset of Retrosynthesis with 50K atom-mapped reactions and 10 reaction types from USPTO. Predict the reactants needed to synthesize the given product. (1) Given the product O=Cc1ccc(Br)cc1Oc1ccc(Cl)c(Cl)c1, predict the reactants needed to synthesize it. The reactants are: O=Cc1ccc(Br)cc1F.Oc1ccc(Cl)c(Cl)c1. (2) Given the product O=C(O)c1cc(C2CC2)c(OCC2CCN(Cc3ccc(C4CC4)cc3Cl)CC2)cc1F, predict the reactants needed to synthesize it. The reactants are: COC(=O)c1cc(C2CC2)c(OCC2CCN(Cc3ccc(C4CC4)cc3Cl)CC2)cc1F. (3) Given the product CC(C)(C)OC(=O)N1CC[C@]23CCCC[C@H]2[C@H]1Cc1ccc(OC(=O)C(C)(C)C)cc13, predict the reactants needed to synthesize it. The reactants are: CC(C)(C)C(=O)Cl.CC(C)(C)OC(=O)N1CC[C@]23CCCC[C@H]2[C@H]1Cc1ccc(O)cc13. (4) Given the product CCC(C(=O)NCc1ccc(SC(F)(F)F)cc1)c1cccc2cnccc12, predict the reactants needed to synthesize it. The reactants are: CCC(C(=O)O)c1cccc2cnccc12.NCc1ccc(SC(F)(F)F)cc1. (5) Given the product COc1ccc(S(=O)(=O)N2C(=O)C(NCC(=O)N3CCN(c4ccncc4)CC3)(c3ccccc3OC)c3cc(Cl)ccc32)c(OC(F)(F)F)c1, predict the reactants needed to synthesize it. The reactants are: COc1ccc(S(=O)(=O)N2C(=O)C(NCC(=O)O)(c3ccccc3OC)c3cc(Cl)ccc32)c(OC(F)(F)F)c1.c1cc(N2CCNCC2)ccn1.